Dataset: Catalyst prediction with 721,799 reactions and 888 catalyst types from USPTO. Task: Predict which catalyst facilitates the given reaction. (1) Reactant: [H-].[Al+3].[Li+].[H-].[H-].[H-].[CH3:7][O:8][C:9]1[CH:25]=[CH:24][C:12]([CH2:13][N:14]2[CH:18]=[C:17]([C:19](OCC)=[O:20])[N:16]=[N:15]2)=[CH:11][CH:10]=1.O.O.O.O.O.O.O.O.O.O.S([O-])([O-])(=O)=O.[Na+].[Na+]. Product: [CH3:7][O:8][C:9]1[CH:10]=[CH:11][C:12]([CH2:13][N:14]2[CH:18]=[C:17]([CH2:19][OH:20])[N:16]=[N:15]2)=[CH:24][CH:25]=1. The catalyst class is: 7. (2) Reactant: P(Br)(Br)[Br:2].C(Cl)Cl.[Cl:8][C:9]1[C:14]([F:15])=[CH:13][CH:12]=[C:11]([F:16])[C:10]=1[CH:17](O)[CH3:18]. Product: [Br:2][CH:17]([C:10]1[C:9]([Cl:8])=[C:14]([F:15])[CH:13]=[CH:12][C:11]=1[F:16])[CH3:18]. The catalyst class is: 6. (3) Reactant: [F:1][C:2]1[CH:7]=[CH:6][C:5]([CH2:8][C:9]([N:11]=[C:12]=[S:13])=[O:10])=[CH:4][CH:3]=1.CCO.[NH2:17][C:18]1[CH:52]=[CH:51][C:21]([O:22][C:23]2[CH:28]=[CH:27][N:26]=[C:25]3[CH:29]=[C:30]([C:32]4[N:37]=[CH:36][C:35]([CH2:38][N:39]([CH2:47][CH2:48][O:49][CH3:50])[C:40](=[O:46])[O:41][C:42]([CH3:45])([CH3:44])[CH3:43])=[CH:34][CH:33]=4)[S:31][C:24]=23)=[C:20]([F:53])[CH:19]=1. Product: [F:53][C:20]1[CH:19]=[C:18]([NH:17][C:12]([NH:11][C:9](=[O:10])[CH2:8][C:5]2[CH:4]=[CH:3][C:2]([F:1])=[CH:7][CH:6]=2)=[S:13])[CH:52]=[CH:51][C:21]=1[O:22][C:23]1[CH:28]=[CH:27][N:26]=[C:25]2[CH:29]=[C:30]([C:32]3[N:37]=[CH:36][C:35]([CH2:38][N:39]([CH2:47][CH2:48][O:49][CH3:50])[C:40](=[O:46])[O:41][C:42]([CH3:45])([CH3:43])[CH3:44])=[CH:34][CH:33]=3)[S:31][C:24]=12. The catalyst class is: 11. (4) Reactant: C([O:8][C:9]1[CH:14]=[C:13]([C:15]#[C:16][CH2:17][CH:18]2[CH2:22][CH2:21][CH2:20][S:19]2(=[O:24])=[O:23])[CH:12]=[CH:11][C:10]=1[N:25]1[S:29](=[O:31])(=[O:30])[NH:28][C:27](=[O:32])[CH2:26]1)C1C=CC=CC=1.B(Br)(Br)Br. Product: [O:24]=[S:19]1(=[O:23])[CH2:20][CH2:21][CH2:22][CH:18]1[CH2:17][C:16]#[C:15][C:13]1[CH:12]=[CH:11][C:10]([N:25]2[S:29](=[O:31])(=[O:30])[NH:28][C:27](=[O:32])[CH2:26]2)=[C:9]([OH:8])[CH:14]=1. The catalyst class is: 2.